From a dataset of Catalyst prediction with 721,799 reactions and 888 catalyst types from USPTO. Predict which catalyst facilitates the given reaction. Reactant: C[O:2][C:3](=[O:18])[C@@H:4]([CH2:13][C:14]([CH3:17])([CH3:16])[CH3:15])[NH:5][C:6]([O:8][C:9]([CH3:12])([CH3:11])[CH3:10])=[O:7].O.[OH-].[Li+].Cl.[Cl-].[Na+]. Product: [C:9]([O:8][C:6]([NH:5][C@@H:4]([C:3]([OH:18])=[O:2])[CH2:13][C:14]([CH3:17])([CH3:16])[CH3:15])=[O:7])([CH3:12])([CH3:10])[CH3:11]. The catalyst class is: 20.